From a dataset of Forward reaction prediction with 1.9M reactions from USPTO patents (1976-2016). Predict the product of the given reaction. (1) Given the reactants [CH:1]([O:4][C:5]1[CH:6]=[C:7]([CH2:11][C:12]([OH:14])=[O:13])[CH:8]=[CH:9][CH:10]=1)([CH3:3])[CH3:2].[Cl:15]N1C(=O)CCC1=O, predict the reaction product. The product is: [Cl:15][C:8]1[CH:9]=[CH:10][C:5]([O:4][CH:1]([CH3:3])[CH3:2])=[CH:6][C:7]=1[CH2:11][C:12]([OH:14])=[O:13]. (2) Given the reactants [CH3:1][C:2]1[N:7]=[C:6]([SH:8])[N:5]=[C:4]([OH:9])[CH:3]=1.C(N(CC)CC)C.Br[CH2:18][C:19]1[CH:24]=[CH:23][CH:22]=[C:21]([N+:25]([O-:27])=[O:26])[C:20]=1[Cl:28], predict the reaction product. The product is: [Cl:28][C:20]1[C:21]([N+:25]([O-:27])=[O:26])=[CH:22][CH:23]=[CH:24][C:19]=1[CH2:18][S:8][C:6]1[N:5]=[C:4]([OH:9])[CH:3]=[C:2]([CH3:1])[N:7]=1. (3) Given the reactants [NH:1]1[CH:5]=[C:4]([C:6]2[C:7]3[CH:14]=[CH:13][N:12]([CH2:15][O:16][CH2:17][CH2:18][Si:19]([CH3:22])([CH3:21])[CH3:20])[C:8]=3[N:9]=[CH:10][N:11]=2)[CH:3]=[N:2]1.[C:23](/[CH:25]=[CH:26]/[C:27]1([CH2:32][NH:33][C:34](=[O:40])[O:35][C:36]([CH3:39])([CH3:38])[CH3:37])[CH2:31][CH2:30][CH2:29][CH2:28]1)#[N:24].C(/C=C\C1(CNC(=O)OC(C)(C)C)CCCC1)#N.C1CCN2C(=NCCC2)CC1, predict the reaction product. The product is: [C:23]([CH2:25][CH:26]([C:27]1([CH2:32][NH:33][C:34](=[O:40])[O:35][C:36]([CH3:38])([CH3:37])[CH3:39])[CH2:31][CH2:30][CH2:29][CH2:28]1)[N:1]1[CH:5]=[C:4]([C:6]2[C:7]3[CH:14]=[CH:13][N:12]([CH2:15][O:16][CH2:17][CH2:18][Si:19]([CH3:22])([CH3:21])[CH3:20])[C:8]=3[N:9]=[CH:10][N:11]=2)[CH:3]=[N:2]1)#[N:24]. (4) Given the reactants [Cl:1][S:2]([OH:5])(=O)=[O:3].[F:6][C:7]([F:25])([F:24])[C:8]([NH:10][C:11]1[CH:12]=[C:13]([CH2:17][CH2:18][C:19]([O:21][CH2:22][CH3:23])=[O:20])[CH:14]=[CH:15][CH:16]=1)=[O:9], predict the reaction product. The product is: [Cl:1][S:2]([C:14]1[CH:15]=[CH:16][C:11]([NH:10][C:8](=[O:9])[C:7]([F:25])([F:24])[F:6])=[CH:12][C:13]=1[CH2:17][CH2:18][C:19]([O:21][CH2:22][CH3:23])=[O:20])(=[O:5])=[O:3]. (5) Given the reactants [C:1]([OH:9])(=[O:8])[C:2]([CH2:4][C:5]([OH:7])=[O:6])=[CH2:3].[CH2:10](O)[CH2:11][CH2:12][CH3:13].O.[C:16]1(C)[CH:21]=CC(S(O)(=O)=O)=[CH:18][CH:17]=1, predict the reaction product. The product is: [C:1]([O:9][CH2:21][CH2:16][CH2:17][CH3:18])(=[O:8])[C:2]([CH2:4][C:5]([O:7][CH2:10][CH2:11][CH2:12][CH3:13])=[O:6])=[CH2:3].